The task is: Predict the reaction yield, written as a fraction of the theoretical maximum amount of product (1.0 means a 100% yield; for example, 0.34 means a 34% yield).. This data is from Reaction yield outcomes from USPTO patents with 853,638 reactions. (1) The reactants are C[Si](C)(C)[C:3]#[C:4][C:5]1[N:12]=[CH:11][CH:10]=[CH:9][C:6]=1[C:7]#[N:8].[CH3:15][O-:16].[Na+].CC[O:20][CH2:21]C. The catalyst is CO. The product is [CH3:15][O:16][CH:3]([O:20][CH3:21])[CH2:4][C:5]1[N:12]=[CH:11][CH:10]=[CH:9][C:6]=1[C:7]#[N:8]. The yield is 0.940. (2) The reactants are [Br:1][C:2]1[CH:11]=[CH:10][CH:9]=[C:8]2[C:3]=1[CH:4]=[CH:5][CH:6]=[C:7]2[C:12](O)=[O:13].B.CO. The catalyst is C1COCC1. The product is [Br:1][C:2]1[CH:11]=[CH:10][CH:9]=[C:8]2[C:3]=1[CH:4]=[CH:5][CH:6]=[C:7]2[CH2:12][OH:13]. The yield is 0.640.